Dataset: Forward reaction prediction with 1.9M reactions from USPTO patents (1976-2016). Task: Predict the product of the given reaction. (1) The product is: [CH2:1]([O:3][C:4]([C:6]1[C:17](=[O:18])[N:16]([CH:19]2[CH2:23][CH2:22][CH2:21][CH2:20]2)[C:9]2[N:10]=[C:11]([S:14]([CH3:15])=[O:31])[N:12]=[CH:13][C:8]=2[CH:7]=1)=[O:5])[CH3:2]. Given the reactants [CH2:1]([O:3][C:4]([C:6]1[C:17](=[O:18])[N:16]([CH:19]2[CH2:23][CH2:22][CH2:21][CH2:20]2)[C:9]2[N:10]=[C:11]([S:14][CH3:15])[N:12]=[CH:13][C:8]=2[CH:7]=1)=[O:5])[CH3:2].C1(S(N2C(C3C=CC=CC=3)O2)(=O)=[O:31])C=CC=CC=1, predict the reaction product. (2) Given the reactants Cl[C:2]1[N:7]=[C:6]([NH:8][C@@H:9]2[CH2:14][CH2:13][CH2:12][CH2:11][C@H:10]2[NH:15][S:16]([CH3:19])(=[O:18])=[O:17])[C:5]([Cl:20])=[CH:4][N:3]=1.[NH2:21][C:22]1[CH:36]=[CH:35][C:25]2[N:26]([CH3:34])[C:27](=[O:33])[CH2:28][CH2:29][C:30]([CH3:32])([CH3:31])[C:24]=2[CH:23]=1.Cl, predict the reaction product. The product is: [Cl:20][C:5]1[C:6]([NH:8][C@@H:9]2[CH2:14][CH2:13][CH2:12][CH2:11][C@H:10]2[NH:15][S:16]([CH3:19])(=[O:18])=[O:17])=[N:7][C:2]([NH:21][C:22]2[CH:36]=[CH:35][C:25]3[N:26]([CH3:34])[C:27](=[O:33])[CH2:28][CH2:29][C:30]([CH3:32])([CH3:31])[C:24]=3[CH:23]=2)=[N:3][CH:4]=1. (3) Given the reactants I[C:2]1[CH:3]=[N:4][N:5]2[C:10]([CH:11]([F:13])[F:12])=[CH:9][C:8]([C:14]3[CH:19]=[CH:18][CH:17]=[C:16]([C:20]([F:23])([F:22])[F:21])[CH:15]=3)=[N:7][C:6]=12.[CH3:24][Si:25]([C:28]#[CH:29])([CH3:27])[CH3:26].C(N(CC)CC)C, predict the reaction product. The product is: [F:12][CH:11]([F:13])[C:10]1[N:5]2[N:4]=[CH:3][C:2]([C:29]#[C:28][Si:25]([CH3:27])([CH3:26])[CH3:24])=[C:6]2[N:7]=[C:8]([C:14]2[CH:19]=[CH:18][CH:17]=[C:16]([C:20]([F:23])([F:22])[F:21])[CH:15]=2)[CH:9]=1.